Dataset: Peptide-MHC class I binding affinity with 185,985 pairs from IEDB/IMGT. Task: Regression. Given a peptide amino acid sequence and an MHC pseudo amino acid sequence, predict their binding affinity value. This is MHC class I binding data. (1) The peptide sequence is AMYTPHTVL. The MHC is HLA-A23:01 with pseudo-sequence HLA-A23:01. The binding affinity (normalized) is 0. (2) The peptide sequence is KAAVDLSHFL. The MHC is HLA-A26:01 with pseudo-sequence HLA-A26:01. The binding affinity (normalized) is 0. (3) The peptide sequence is FIFGKMGAG. The MHC is HLA-A03:01 with pseudo-sequence HLA-A03:01. The binding affinity (normalized) is 0.0847. (4) The peptide sequence is RVRPKKEVL. The MHC is HLA-B51:01 with pseudo-sequence HLA-B51:01. The binding affinity (normalized) is 0.0847. (5) The peptide sequence is KIKNRIERL. The MHC is HLA-B27:05 with pseudo-sequence HLA-B27:05. The binding affinity (normalized) is 0.0847. (6) The peptide sequence is PYKLNDDTQV. The MHC is H-2-Db with pseudo-sequence H-2-Db. The binding affinity (normalized) is 0.